The task is: Predict the reactants needed to synthesize the given product.. This data is from Full USPTO retrosynthesis dataset with 1.9M reactions from patents (1976-2016). (1) The reactants are: [CH:1]1([Mg]Br)[CH2:3][CH2:2]1.[N:6]([C:15]([O:17][C:18]([CH3:21])([CH3:20])[CH3:19])=[O:16])=[N:7][C:8]([O:10][C:11]([CH3:14])([CH3:13])[CH3:12])=[O:9]. Given the product [CH:1]1([N:6]([C:15]([O:17][C:18]([CH3:21])([CH3:20])[CH3:19])=[O:16])[NH:7][C:8]([O:10][C:11]([CH3:12])([CH3:13])[CH3:14])=[O:9])[CH2:3][CH2:2]1, predict the reactants needed to synthesize it. (2) Given the product [CH2:1]([C:5]1[O:6][C:7]2[CH:13]=[CH:12][C:11]([N:14]([S:23]([CH3:22])(=[O:25])=[O:24])[S:23]([CH3:22])(=[O:25])=[O:24])=[CH:10][C:8]=2[CH:9]=1)[CH2:2][CH2:3][CH3:4], predict the reactants needed to synthesize it. The reactants are: [CH2:1]([C:5]1[O:6][C:7]2[CH:13]=[CH:12][C:11]([NH2:14])=[CH:10][C:8]=2[CH:9]=1)[CH2:2][CH2:3][CH3:4].CCN(CC)CC.[CH3:22][S:23](Cl)(=[O:25])=[O:24]. (3) Given the product [ClH:29].[NH2:20][C@@H:18]1[CH2:19][C@H:17]1[C:13]1[CH:12]=[C:11]([CH:16]=[CH:15][CH:14]=1)[C:9]([NH:8][CH:5]1[CH2:4][CH2:3][C:2]([F:1])([F:28])[CH2:7][CH2:6]1)=[O:10], predict the reactants needed to synthesize it. The reactants are: [F:1][C:2]1([F:28])[CH2:7][CH2:6][CH:5]([NH:8][C:9]([C:11]2[CH:12]=[C:13]([C@@H:17]3[CH2:19][C@H:18]3[NH:20]C(=O)OC(C)(C)C)[CH:14]=[CH:15][CH:16]=2)=[O:10])[CH2:4][CH2:3]1.[ClH:29].C(OCC)(=O)C. (4) Given the product [CH2:1]([O:3][N:4]1[CH2:8][CH2:7][CH:6]([Br:10])[C:5]1=[O:11])[CH3:2], predict the reactants needed to synthesize it. The reactants are: [CH2:1]([O:3][NH:4][C:5](=[O:11])[CH:6]([Br:10])[CH2:7][CH2:8]Br)[CH3:2].[H-].[Na+].BrC(CCBr)C(Br)=O. (5) Given the product [OH:23][C:20]([C:17]1[CH:18]=[CH:19][C:14]([C:13]([NH:12][C:4]2[CH:3]=[C:2]([N:35]3[CH2:36][CH2:37][CH2:50][O:51][CH2:33][CH2:34]3)[N:7]3[N:8]=[C:9]([CH3:11])[CH:10]=[C:6]3[N:5]=2)=[O:24])=[CH:15][CH:16]=1)([CH3:22])[CH3:21], predict the reactants needed to synthesize it. The reactants are: Cl[C:2]1[N:7]2[N:8]=[C:9]([CH3:11])[CH:10]=[C:6]2[N:5]=[C:4]([NH:12][C:13](=[O:24])[C:14]2[CH:19]=[CH:18][C:17]([C:20]([OH:23])([CH3:22])[CH3:21])=[CH:16][CH:15]=2)[CH:3]=1.Cl.C(S(N1[CH2:37][CH2:36][NH:35][CH2:34][CH2:33]1)(=O)=O)CC.C(N(CC)C(C)C)(C)C.CN([CH:50]=[O:51])C.